This data is from Full USPTO retrosynthesis dataset with 1.9M reactions from patents (1976-2016). The task is: Predict the reactants needed to synthesize the given product. The reactants are: [NH2:1][C:2]1[CH:10]=[CH:9][CH:8]=[C:7]([Br:11])[C:3]=1[C:4](O)=[O:5].[H-].[H-].[H-].[H-].[Li+].[Al+3]. Given the product [NH2:1][C:2]1[CH:10]=[CH:9][CH:8]=[C:7]([Br:11])[C:3]=1[CH2:4][OH:5], predict the reactants needed to synthesize it.